From a dataset of Forward reaction prediction with 1.9M reactions from USPTO patents (1976-2016). Predict the product of the given reaction. The product is: [Cl:20][C:21]1[CH:22]=[C:23]([C:6]2[CH:7]=[C:8]3[C:3](=[CH:4][CH:5]=2)[C:2](=[O:1])[CH2:11][CH2:10][CH2:9]3)[CH:24]=[CH:25][C:26]=1[F:27]. Given the reactants [O:1]=[C:2]1[CH2:11][CH2:10][CH2:9][C:8]2[CH:7]=[C:6](OS(C(F)(F)F)(=O)=O)[CH:5]=[CH:4][C:3]1=2.[Cl:20][C:21]1[CH:22]=[C:23](B(O)O)[CH:24]=[CH:25][C:26]=1[F:27], predict the reaction product.